From a dataset of Forward reaction prediction with 1.9M reactions from USPTO patents (1976-2016). Predict the product of the given reaction. (1) Given the reactants C(OC([N:8]1[CH2:11][CH:10]([C:12]2[C:17]([C:18]3[CH:23]=[CH:22][CH:21]=[CH:20][CH:19]=3)=[CH:16][CH:15]=[CH:14][N:13]=2)[CH2:9]1)=O)(C)(C)C.[ClH:24].CO, predict the reaction product. The product is: [ClH:24].[NH:8]1[CH2:9][CH:10]([C:12]2[C:17]([C:18]3[CH:23]=[CH:22][CH:21]=[CH:20][CH:19]=3)=[CH:16][CH:15]=[CH:14][N:13]=2)[CH2:11]1. (2) Given the reactants [F:1][C:2]1[CH:10]=[C:9]([C:11]([F:14])([F:13])[F:12])[CH:8]=[CH:7][C:3]=1[C:4](O)=[O:5].C(Cl)(=O)C(Cl)=O.[NH3:21], predict the reaction product. The product is: [F:1][C:2]1[CH:10]=[C:9]([C:11]([F:14])([F:13])[F:12])[CH:8]=[CH:7][C:3]=1[C:4]([NH2:21])=[O:5]. (3) Given the reactants [CH3:1][N:2]([CH3:19])[C:3](=[O:18])[C@H:4]([O:6][C:7]1[CH:16]=[CH:15][CH:14]=[C:13]2[C:8]=1[C:9](=O)[NH:10][CH:11]=[N:12]2)[CH3:5].[F:20][C:21]1[C:29]([NH2:30])=[CH:28][CH:27]=[C:26]2[C:22]=1[CH:23]=[CH:24][N:25]2[CH2:31][C:32]1[CH:37]=[CH:36][CH:35]=[CH:34][N:33]=1, predict the reaction product. The product is: [F:20][C:21]1[C:29]([NH:30][C:9]2[C:8]3[C:13](=[CH:14][CH:15]=[CH:16][C:7]=3[O:6][C@H:4]([CH3:5])[C:3]([N:2]([CH3:19])[CH3:1])=[O:18])[N:12]=[CH:11][N:10]=2)=[CH:28][CH:27]=[C:26]2[C:22]=1[CH:23]=[CH:24][N:25]2[CH2:31][C:32]1[CH:37]=[CH:36][CH:35]=[CH:34][N:33]=1. (4) Given the reactants Br[C:2]1[CH:29]=[CH:28][C:5]([CH2:6][O:7][C:8]2[CH:9]=[N:10][C:11]([N:14]3[CH2:19][CH2:18][N:17]([C:20]([O:22][C:23]([CH3:26])([CH3:25])[CH3:24])=[O:21])[CH2:16][C@H:15]3[CH3:27])=[N:12][CH:13]=2)=[C:4]([F:30])[CH:3]=1.[Na+].[CH3:32][S:33]([O-:35])=[O:34].N1CCC[C@H]1C(O)=O.[OH-].[Na+], predict the reaction product. The product is: [F:30][C:4]1[CH:3]=[C:2]([S:33]([CH3:32])(=[O:35])=[O:34])[CH:29]=[CH:28][C:5]=1[CH2:6][O:7][C:8]1[CH:9]=[N:10][C:11]([N:14]2[CH2:19][CH2:18][N:17]([C:20]([O:22][C:23]([CH3:26])([CH3:25])[CH3:24])=[O:21])[CH2:16][C@H:15]2[CH3:27])=[N:12][CH:13]=1. (5) The product is: [OH:15][CH2:14][C:13]1[N:9]([C:6]2[CH:7]=[CH:8][C:3]([C:1]#[N:2])=[CH:4][CH:5]=2)[CH:10]=[N:11][CH:12]=1. Given the reactants [C:1]([C:3]1[CH:8]=[CH:7][C:6]([N:9]2[C:13]([C:14](OCC)=[O:15])=[CH:12][N:11]=[CH:10]2)=[CH:5][CH:4]=1)#[N:2].[H-].[H-].[H-].[H-].[Li+].[Al+3], predict the reaction product. (6) The product is: [Br:1][CH2:2][C:3](=[O:32])[NH:4][CH2:5][CH2:6][O:7][CH2:8][CH2:9][O:10][CH2:11][CH2:12][O:13][CH2:14][CH2:15][O:16][CH2:17][CH2:18][O:19][CH2:20][CH2:21][O:22][CH2:23][CH2:24][C:25]([OH:27])=[O:26]. Given the reactants [Br:1][CH2:2][C:3](=[O:32])[NH:4][CH2:5][CH2:6][O:7][CH2:8][CH2:9][O:10][CH2:11][CH2:12][O:13][CH2:14][CH2:15][O:16][CH2:17][CH2:18][O:19][CH2:20][CH2:21][O:22][CH2:23][CH2:24][C:25]([O:27]C(C)(C)C)=[O:26].FC(F)(F)C(O)=O, predict the reaction product. (7) The product is: [Br:5][C:6]1[CH:13]=[C:10]([CH:11]([OH:12])[CH:1]=[CH2:2])[C:9]([OH:14])=[C:8]([Cl:15])[CH:7]=1. Given the reactants [CH:1]([Mg]Br)=[CH2:2].[Br:5][C:6]1[CH:7]=[C:8]([Cl:15])[C:9]([OH:14])=[C:10]([CH:13]=1)[CH:11]=[O:12], predict the reaction product.